This data is from Forward reaction prediction with 1.9M reactions from USPTO patents (1976-2016). The task is: Predict the product of the given reaction. Given the reactants C([O:3][C:4](=[O:24])[CH2:5][CH:6]1[O:10][B:9]([OH:11])[C:8]2[CH:12]=[C:13]([O:17][C:18]3[S:22][N:21]=[C:20]([Cl:23])[N:19]=3)[CH:14]=[C:15]([CH3:16])[C:7]1=2)C.[Li+].[OH-].Cl, predict the reaction product. The product is: [Cl:23][C:20]1[N:19]=[C:18]([O:17][C:13]2[CH:14]=[C:15]([CH3:16])[C:7]3[CH:6]([CH2:5][C:4]([OH:24])=[O:3])[O:10][B:9]([OH:11])[C:8]=3[CH:12]=2)[S:22][N:21]=1.